This data is from Reaction yield outcomes from USPTO patents with 853,638 reactions. The task is: Predict the reaction yield, written as a fraction of the theoretical maximum amount of product (1.0 means a 100% yield; for example, 0.34 means a 34% yield). (1) The reactants are [C:1]([C:3](=[CH:17][NH:18][C:19]1[CH:23]=[CH:22][S:21][CH:20]=1)[C:4]([NH:6][C:7]1[CH:12]=[C:11]([O:13][CH3:14])[C:10]([Cl:15])=[CH:9][C:8]=1[Cl:16])=O)#[N:2].P(Cl)(Cl)(Cl)=O. The catalyst is C(#N)C. The product is [Cl:16][C:8]1[CH:9]=[C:10]([Cl:15])[C:11]([O:13][CH3:14])=[CH:12][C:7]=1[NH:6][C:4]1[C:3]([C:1]#[N:2])=[CH:17][N:18]=[C:19]2[CH:23]=[CH:22][S:21][C:20]=12. The yield is 0.710. (2) The reactants are [Cl:1][C:2]1[CH:3]=[C:4]([C:8]2[CH:9]=[C:10]([OH:17])[C:11](C(O)=O)=[N:12][CH:13]=2)[CH:5]=[CH:6][CH:7]=1.C(N(C(C)C)CC)(C)C.CC(C)(C)C(Cl)=O.Cl.[CH3:35][O:36][C:37](=[O:40])[CH2:38][NH2:39]. The catalyst is CCO.C1COCC1. The product is [Cl:1][C:2]1[CH:3]=[C:4]([C:8]2[CH:9]=[C:10]([OH:17])[C:11]([NH:39][CH2:38][C:37]([O:36][CH3:35])=[O:40])=[N:12][CH:13]=2)[CH:5]=[CH:6][CH:7]=1. The yield is 0.910.